This data is from Full USPTO retrosynthesis dataset with 1.9M reactions from patents (1976-2016). The task is: Predict the reactants needed to synthesize the given product. (1) Given the product [C:17]1([O:15][C:13]([C:11]2[N:26]([CH3:27])[C:7]([CH2:6][N:5]([CH2:4][CH2:3][O:2][CH3:1])[CH3:16])=[N:8][CH:12]=2)=[O:14])[CH:22]=[CH:21][CH:20]=[CH:19][CH:18]=1, predict the reactants needed to synthesize it. The reactants are: [CH3:1][O:2][CH2:3][CH2:4][N:5]([CH3:16])[CH2:6][CH2:7][N:8]1[CH:12]=[C:11]([C:13]([OH:15])=[O:14])C=N1.[C:17]1(O)[CH:22]=[CH:21][CH:20]=[CH:19][CH:18]=1.Br[P+](N1CCCC1)(N1CCCC1)[N:26]1CCC[CH2:27]1.F[P-](F)(F)(F)(F)F.C(N(CC)CC)C.[Cl-].[NH4+]. (2) Given the product [C:24]([O:22][C:31]([N:29]1[CH2:30][CH2:30][N:29]([CH2:31][C@H:1]2[O:8][C:9](=[O:21])[N:10]([C:11]3[CH:20]=[CH:19][C:14]4[O:15][CH2:16][CH2:17][O:18][C:13]=4[CH:12]=3)[CH2:2]2)[CH2:28][CH2:28]1)=[O:32])([CH3:27])([CH3:26])[CH3:25], predict the reactants needed to synthesize it. The reactants are: [CH2:1]([O:8][C:9](=[O:21])[NH:10][C:11]1[CH:20]=[CH:19][C:14]2[O:15][CH2:16][CH2:17][O:18][C:13]=2[CH:12]=1)[C:2]1C=CC=CC=1.[O:22]([C:24]([CH3:27])([CH3:26])[CH3:25])[Li].[CH3:28][N:29]([CH:31]=[O:32])[CH3:30]. (3) The reactants are: FC(F)(F)C(O)=O.[F:8][C:9]([F:39])([F:38])[O:10][C:11]1[CH:12]=[C:13](/[CH:17]=[CH:18]/[C:19]([N:21]2[CH2:27][CH2:26][C@H:25]3[CH2:28][N:29](C(OC(C)(C)C)=O)[CH2:30][C@H:24]3[CH2:23][CH2:22]2)=[O:20])[CH:14]=[CH:15][CH:16]=1.[OH-].[Na+]. Given the product [CH2:30]1[C@H:24]2[CH2:23][CH2:22][N:21]([C:19](=[O:20])/[CH:18]=[CH:17]/[C:13]3[CH:14]=[CH:15][CH:16]=[C:11]([O:10][C:9]([F:8])([F:38])[F:39])[CH:12]=3)[CH2:27][CH2:26][C@H:25]2[CH2:28][NH:29]1, predict the reactants needed to synthesize it. (4) Given the product [CH2:1]([N:8]1[C:13](=[O:14])[C:12]2[C:15]3[CH:21]([CH3:22])[CH2:20][CH2:19][C:18](=[O:41])[C:16]=3[S:17][C:11]=2[N:10]=[C:9]1[C:23]1[CH:24]=[C:25]([O:33][CH3:34])[C:26]([O:31][CH3:32])=[C:27]([O:29][CH3:30])[CH:28]=1)[C:2]1[CH:3]=[CH:4][CH:5]=[CH:6][CH:7]=1, predict the reactants needed to synthesize it. The reactants are: [CH2:1]([N:8]1[C:13](=[O:14])[C:12]2[C:15]3[CH:21]([CH3:22])[CH2:20][CH2:19][CH2:18][C:16]=3[S:17][C:11]=2[N:10]=[C:9]1[C:23]1[CH:28]=[C:27]([O:29][CH3:30])[C:26]([O:31][CH3:32])=[C:25]([O:33][CH3:34])[CH:24]=1)[C:2]1[CH:7]=[CH:6][CH:5]=[CH:4][CH:3]=1.C1C=C[NH+]=CC=1.[O-:41][Cr](Cl)(=O)=O. (5) Given the product [CH3:26][N:2]([CH3:1])[C:3]([C:5]1[CH:17]=[C:16]([OH:18])[C:8]2[N:9]=[C:10]([CH:13]([CH3:15])[CH3:14])[N:11]([CH3:12])[C:7]=2[CH:6]=1)=[O:4], predict the reactants needed to synthesize it. The reactants are: [CH3:1][N:2]([CH3:26])[C:3]([C:5]1[CH:17]=[C:16]([O:18]CC2C=CC=CC=2)[C:8]2[N:9]=[C:10]([CH:13]([CH3:15])[CH3:14])[N:11]([CH3:12])[C:7]=2[CH:6]=1)=[O:4].C(O)(=O)C. (6) Given the product [F:15][C:14]([F:17])([F:16])[C:11]1[CH:12]=[CH:13][C:8]([N:7]2[C:3]([CH2:2][N:22]3[CH2:23][C@@H:18]4[CH2:24][C@H:21]3[CH2:20][N:19]4[C:25]([O:27][C:28]([CH3:31])([CH3:30])[CH3:29])=[O:26])=[N:4][N:5]=[N:6]2)=[CH:9][CH:10]=1, predict the reactants needed to synthesize it. The reactants are: Cl[CH2:2][C:3]1[N:7]([C:8]2[CH:13]=[CH:12][C:11]([C:14]([F:17])([F:16])[F:15])=[CH:10][CH:9]=2)[N:6]=[N:5][N:4]=1.[C@H:18]12[CH2:24][C@H:21]([NH:22][CH2:23]1)[CH2:20][N:19]2[C:25]([O:27][C:28]([CH3:31])([CH3:30])[CH3:29])=[O:26].C(N(CC)CC)C. (7) Given the product [C:24]([C:26]1[CH:27]=[C:28]([C:36]([N:10]([CH2:9][C@H:8]([C:5]2[CH:4]=[CH:3][C:2]([F:1])=[CH:7][CH:6]=2)[CH2:12][CH:13]=[CH2:14])[CH3:11])=[O:37])[C:29]2[CH2:30][CH2:31][CH2:32][CH2:33][C:34]=2[CH:35]=1)#[N:25], predict the reactants needed to synthesize it. The reactants are: [F:1][C:2]1[CH:7]=[CH:6][C:5]([C@H:8]([CH2:12][CH:13]=[CH2:14])[CH2:9][NH:10][CH3:11])=[CH:4][CH:3]=1.CCN(C(C)C)C(C)C.[C:24]([C:26]1[CH:27]=[C:28]([C:36](Cl)=[O:37])[C:29]2[CH2:30][CH2:31][CH2:32][CH2:33][C:34]=2[CH:35]=1)#[N:25]. (8) Given the product [NH2:21][C:13]1[CH:12]=[C:11]([CH:16]=[C:15]([C:17]([F:20])([F:19])[F:18])[CH:14]=1)[C:10]([NH:9][CH2:8][CH2:7][N:4]1[CH2:3][CH2:2][O:1][CH2:6][CH2:5]1)=[O:24], predict the reactants needed to synthesize it. The reactants are: [O:1]1[CH2:6][CH2:5][N:4]([CH2:7][CH2:8][NH:9][C:10](=[O:24])[C:11]2[CH:16]=[C:15]([C:17]([F:20])([F:19])[F:18])[CH:14]=[C:13]([N+:21]([O-])=O)[CH:12]=2)[CH2:3][CH2:2]1. (9) Given the product [C:1]([NH:11][C@H:12]([C:16]([O:18][CH2:19][CH:20]([O:37][C:38](=[O:56])[CH2:39][CH2:40][CH2:41][CH2:42][CH2:43][CH2:44][CH2:45][CH2:46][CH2:47][CH2:48][CH2:49][CH2:50][CH2:51][CH2:52][CH2:53][CH2:54][CH3:55])[CH2:21][C:22]([CH3:35])([CH3:36])[C:23]([OH:25])=[O:24])=[O:17])[CH:13]([CH3:15])[CH3:14])([O:3][CH2:4][C:5]1[CH:6]=[CH:7][CH:8]=[CH:9][CH:10]=1)=[O:2], predict the reactants needed to synthesize it. The reactants are: [C:1]([NH:11][C@H:12]([C:16]([O:18][CH2:19][CH:20]([O:37][C:38](=[O:56])[CH2:39][CH2:40][CH2:41][CH2:42][CH2:43][CH2:44][CH2:45][CH2:46][CH2:47][CH2:48][CH2:49][CH2:50][CH2:51][CH2:52][CH2:53][CH2:54][CH3:55])[CH2:21][C:22]([CH3:36])([CH3:35])[C:23]([O:25]CC1C=CC(OC)=CC=1)=[O:24])=[O:17])[CH:13]([CH3:15])[CH3:14])([O:3][CH2:4][C:5]1[CH:10]=[CH:9][CH:8]=[CH:7][CH:6]=1)=[O:2].FC(F)(F)C(O)=O.